From a dataset of Full USPTO retrosynthesis dataset with 1.9M reactions from patents (1976-2016). Predict the reactants needed to synthesize the given product. (1) Given the product [CH3:23][N:24]([CH3:37])[CH2:25][CH2:26][NH:27][S:28]([C:31]1[S:32][C:33]([C:21]#[C:20][C:19]2[CH:18]=[N:17][N:11]3[C:12]([CH:14]([F:15])[F:16])=[CH:13][C:8]([C:5]4[CH:6]=[CH:7][C:2]([Cl:1])=[C:3]([CH3:22])[CH:4]=4)=[N:9][C:10]=23)=[CH:34][CH:35]=1)(=[O:30])=[O:29], predict the reactants needed to synthesize it. The reactants are: [Cl:1][C:2]1[CH:7]=[CH:6][C:5]([C:8]2[CH:13]=[C:12]([CH:14]([F:16])[F:15])[N:11]3[N:17]=[CH:18][C:19]([C:20]#[CH:21])=[C:10]3[N:9]=2)=[CH:4][C:3]=1[CH3:22].[CH3:23][N:24]([CH3:37])[CH2:25][CH2:26][NH:27][S:28]([C:31]1[S:32][C:33](Br)=[CH:34][CH:35]=1)(=[O:30])=[O:29]. (2) Given the product [CH3:7][CH:8]([CH2:11][CH:12]([CH3:13])[CH3:15])[CH:9]([OH:10])[CH2:6][N+:3]([O-:5])=[O:4], predict the reactants needed to synthesize it. The reactants are: [OH-].[Na+].[N+:3]([CH3:6])([O-:5])=[O:4].[CH3:7][CH:8]([CH2:11][CH2:12][CH2:13]C)[CH:9]=[O:10].[CH2:15](O)C. (3) Given the product [CH3:1][C:2]1[O:6][N:5]=[C:4]([C:7]2[CH:12]=[CH:11][CH:10]=[CH:9][CH:8]=2)[C:3]=1[C:13]1[O:14][C:22]([C:21]2[CH:25]=[CH:26][CH:27]=[CH:28][C:20]=2[O:19][C:18]([F:17])([F:29])[F:30])=[N:16][N:15]=1, predict the reactants needed to synthesize it. The reactants are: [CH3:1][C:2]1[O:6][N:5]=[C:4]([C:7]2[CH:12]=[CH:11][CH:10]=[CH:9][CH:8]=2)[C:3]=1[C:13]([NH:15][NH2:16])=[O:14].[F:17][C:18]([F:30])([F:29])[O:19][C:20]1[CH:28]=[CH:27][CH:26]=[CH:25][C:21]=1[C:22](O)=O. (4) Given the product [ClH:1].[Cl:1][C:2]1[CH:3]=[C:4]([CH2:19][N:20]2[C:24]([CH3:25])=[CH:23][C:22]([C:26]([NH:28][CH2:29][CH:30]3[CH2:31][CH2:32][NH:33][CH2:34][CH2:35]3)=[O:27])=[N:21]2)[C:5]2[O:9][C:8]([C:10]3[CH:15]=[CH:14][C:13]([Cl:16])=[CH:12][C:11]=3[Cl:17])=[CH:7][C:6]=2[CH:18]=1, predict the reactants needed to synthesize it. The reactants are: [Cl:1][C:2]1[CH:3]=[C:4]([CH2:19][N:20]2[C:24]([CH3:25])=[CH:23][C:22]([C:26]([NH:28][CH2:29][CH:30]3[CH2:35][CH2:34][N:33](C(OC(C)(C)C)=O)[CH2:32][CH2:31]3)=[O:27])=[N:21]2)[C:5]2[O:9][C:8]([C:10]3[CH:15]=[CH:14][C:13]([Cl:16])=[CH:12][C:11]=3[Cl:17])=[CH:7][C:6]=2[CH:18]=1. (5) Given the product [Br:1][C:2]1[N:7]=[C:6]([NH:8][CH2:9][C:10]2[C:15]([CH3:16])=[CH:14][CH:13]=[CH:12][C:11]=2[CH2:17][CH3:18])[C:5]2[N:19]=[C:22]([CH3:23])[N:20]([CH3:21])[C:4]=2[CH:3]=1, predict the reactants needed to synthesize it. The reactants are: [Br:1][C:2]1[N:7]=[C:6]([NH:8][CH2:9][C:10]2[C:15]([CH3:16])=[CH:14][CH:13]=[CH:12][C:11]=2[CH2:17][CH3:18])[C:5]([NH2:19])=[C:4]([NH:20][CH3:21])[CH:3]=1.[C:22](OC)(OC)(OC)[CH3:23].O.C(=O)(O)[O-].[Na+]. (6) Given the product [Cl:19][CH2:9][C:4]1[O:3][C:2]([CH3:10])([CH3:1])[O:7][C:6](=[O:8])[CH:5]=1, predict the reactants needed to synthesize it. The reactants are: [CH3:1][C:2]1([CH3:10])[O:7][C:6](=[O:8])[CH:5]=[C:4]([CH3:9])[O:3]1.C([N-]C(C)C)(C)C.[Li+].[Cl:19]C(Cl)(Cl)C(Cl)(Cl)Cl.Cl. (7) Given the product [CH3:27][O:26][C:21](=[O:25])[CH2:22][CH:23]([CH3:24])[CH:11]([S:8]([C:5]1[CH:4]=[CH:3][C:2]([Cl:1])=[CH:7][CH:6]=1)(=[O:10])=[O:9])[C:12]1[C:13]([F:20])=[CH:14][CH:15]=[C:16]([F:19])[C:17]=1[F:18], predict the reactants needed to synthesize it. The reactants are: [Cl:1][C:2]1[CH:7]=[CH:6][C:5]([S:8]([CH2:11][C:12]2[C:17]([F:18])=[C:16]([F:19])[CH:15]=[CH:14][C:13]=2[F:20])(=[O:10])=[O:9])=[CH:4][CH:3]=1.[C:21]([O:26][CH3:27])(=[O:25])/[CH:22]=[CH:23]/[CH3:24].CC(C)([O-])C.[K+].O. (8) Given the product [CH3:20][C:17]1([CH3:21])[CH2:18][O:19][B:14]([C:2]2[CH:3]=[CH:4][C:5]([F:13])=[C:6]([N:8]3[CH:12]=[CH:11][CH:10]=[N:9]3)[CH:7]=2)[O:15][CH2:16]1, predict the reactants needed to synthesize it. The reactants are: Br[C:2]1[CH:3]=[CH:4][C:5]([F:13])=[C:6]([N:8]2[CH:12]=[CH:11][CH:10]=[N:9]2)[CH:7]=1.[B:14]1([B:14]2[O:19][CH2:18][C:17]([CH3:21])([CH3:20])[CH2:16][O:15]2)[O:19][CH2:18][C:17]([CH3:21])([CH3:20])[CH2:16][O:15]1. (9) Given the product [C:1]([C:3]1[CH:4]=[C:5]([N:10]([CH2:37][C:38]2[CH:39]=[N:40][C:41]([C:44]([F:47])([F:45])[F:46])=[CH:42][CH:43]=2)[C:11](=[O:14])[CH2:12][CH3:13])[CH:6]=[C:7]([F:9])[CH:8]=1)#[N:2], predict the reactants needed to synthesize it. The reactants are: [C:1]([C:3]1[CH:4]=[C:5]([NH:10][C:11](=[O:14])[CH2:12][CH3:13])[CH:6]=[C:7]([F:9])[CH:8]=1)#[N:2].O1C2C=CC(CNC3C=C(C=CC=3F)C#N)=CC=2OCC1.Cl[CH2:37][C:38]1[CH:39]=[N:40][C:41]([C:44]([F:47])([F:46])[F:45])=[CH:42][CH:43]=1.